Task: Predict the reactants needed to synthesize the given product.. Dataset: Full USPTO retrosynthesis dataset with 1.9M reactions from patents (1976-2016) (1) Given the product [CH3:38][N:39]([CH3:43])[CH2:40][CH2:41][S:42][CH2:9][C@H:6]1[CH2:7][CH2:8][C@H:3]([N:2]([CH3:1])[S:24]([C:27]2[CH:32]=[CH:31][C:30]([C:33]([F:35])([F:36])[F:34])=[CH:29][CH:28]=2)(=[O:25])=[O:26])[CH2:4][CH2:5]1, predict the reactants needed to synthesize it. The reactants are: [CH3:1][N:2]([S:24]([C:27]1[CH:32]=[CH:31][C:30]([C:33]([F:36])([F:35])[F:34])=[CH:29][CH:28]=1)(=[O:26])=[O:25])[C@H:3]1[CH2:8][CH2:7][C@H:6]([CH2:9]OS(C2C=CC(C(F)(F)F)=CC=2)(=O)=O)[CH2:5][CH2:4]1.Cl.[CH3:38][N:39]([CH3:43])[CH2:40][CH2:41][SH:42].[H-].[Na+].[Na+].[I-].OS([O-])(=O)=O.[K+].C([O-])(O)=O.[Na+].CCOCC. (2) The reactants are: C[O:2][C:3]1[N:4]=[N:5][CH:6]=[CH:7][C:8]=1[C:9](=[O:35])[CH2:10][C@H:11]([C:19]1[CH:24]=[CH:23][C:22]([CH:25]2[CH2:30][CH2:29][N:28]([S:31]([CH3:34])(=[O:33])=[O:32])[CH2:27][CH2:26]2)=[CH:21][CH:20]=1)[C:12]1[CH:17]=[CH:16][CH:15]=[CH:14][C:13]=1[CH3:18].Cl. Given the product [CH3:34][S:31]([N:28]1[CH2:27][CH2:26][CH:25]([C:22]2[CH:23]=[CH:24][C:19]([C@H:11]([C:12]3[CH:17]=[CH:16][CH:15]=[CH:14][C:13]=3[CH3:18])[CH2:10][C:9]([C:8]3[C:3](=[O:2])[NH:4][N:5]=[CH:6][CH:7]=3)=[O:35])=[CH:20][CH:21]=2)[CH2:30][CH2:29]1)(=[O:33])=[O:32], predict the reactants needed to synthesize it. (3) Given the product [CH3:89][O:88][CH2:87][C@H:85]1[O:86][C@@H:57]([O:56][C@@H:46]2[C@@H:45]([CH2:90][OH:91])[O:44][C@H:10]([O:11][C@H:12]3[C@H:16]([OH:17])[CH2:15][NH:14][C@@H:13]3[CH2:35][OH:36])[C@H:9]([OH:8])[C@H:47]2[OH:48])[C@H:58]([OH:59])[C@@H:67]([OH:68])[C@@H:76]1[OH:77], predict the reactants needed to synthesize it. The reactants are: C([O:8][C@@H:9]1[C@@H:47]([O:48]CC2C=CC=CC=2)[C@H:46]([O:56][C@@H:57]2[O:86][C@H:85]([CH2:87][O:88][CH3:89])[C@@H:76]([O:77]CC3C=CC=CC=3)[C@H:67]([O:68]CC3C=CC=CC=3)[C@H:58]2[O:59]CC2C=CC=CC=2)[C@@H:45]([CH2:90][O:91]CC2C=CC=CC=2)[O:44][C@@H:10]1[O:11][C@H:12]1[C@H:16]([O:17]CC2C=CC=CC=2)[CH2:15][N:14](C(OCC2C=CC=CC=2)=O)[C@@H:13]1[CH2:35][O:36]CC1C=CC=CC=1)C1C=CC=CC=1.Cl. (4) Given the product [NH2:1][C:2]1[C:3]2[CH:16]=[C:15]([CH:17]=[O:20])[S:14][C:4]=2[N:5]=[C:6]([C:8]2[O:9][C:10]([CH3:13])=[CH:11][CH:12]=2)[N:7]=1, predict the reactants needed to synthesize it. The reactants are: [NH2:1][C:2]1[C:3]2[CH:16]=[C:15]([CH:17]([OH:20])CO)[S:14][C:4]=2[N:5]=[C:6]([C:8]2[O:9][C:10]([CH3:13])=[CH:11][CH:12]=2)[N:7]=1.C([O-])(O)=O.[Na+]. (5) Given the product [Cl:36][C:30]1[CH:31]=[C:32]([CH2:34][N:3]([CH3:4])[CH3:2])[CH:33]=[C:13]([Cl:12])[C:14]=1[C:15]([NH:17][C:18]1[CH:23]=[CH:22][N:21]=[C:20]([NH:24][C:25]([CH:27]2[CH2:29][CH2:28]2)=[O:26])[CH:19]=1)=[O:16], predict the reactants needed to synthesize it. The reactants are: C[CH2:2][N:3](CC)[CH2:4]C.N(C)C.Cl.[Cl:12][C:13]1[CH:33]=[C:32]([CH:34]=O)[CH:31]=[C:30]([Cl:36])[C:14]=1[C:15]([NH:17][C:18]1[CH:23]=[CH:22][N:21]=[C:20]([NH:24][C:25]([CH:27]2[CH2:29][CH2:28]2)=[O:26])[CH:19]=1)=[O:16].[BH4-].[Na+]. (6) Given the product [CH3:9][NH:11][C:13]1[CH:14]=[C:15]2[C:19](=[CH:20][CH:21]=1)[NH:18][N:17]=[CH:16]2, predict the reactants needed to synthesize it. The reactants are: C(=O)([O-])[O-].[K+].[K+].FC(F)(F)[C:9]([N:11]([C:13]1[CH:14]=[C:15]2[C:19](=[CH:20][CH:21]=1)[NH:18][N:17]=[CH:16]2)C)=O. (7) Given the product [F:23][C:21]1[CH:20]=[CH:19][C:9]2[C:10](=[O:11])[NH:12][C:2]3[C:3]([C:8]=2[CH:22]=1)=[CH:4][N:5]=[CH:6][CH:7]=3, predict the reactants needed to synthesize it. The reactants are: N[C:2]1[CH:7]=[CH:6][N:5]=[CH:4][C:3]=1[C:8]1[CH:22]=[C:21]([F:23])[CH:20]=[CH:19][C:9]=1[C:10]([N:12](C(C)C)C(C)C)=[O:11].C[Si](C)(C)N[Si](C)(C)C.[Na].C[Si]([N-][Si](C)(C)C)(C)C.[Na+]. (8) Given the product [CH:14]1([C:11]2[NH:12][N:13]=[C:9]([NH:8][C:6]3[CH:5]=[CH:4][N:3]=[C:2]([NH:33][CH2:32][C:30]4[CH:29]=[CH:28][C:27]5[N:23]([CH:18]6[CH2:19][CH2:20][CH2:21][CH2:22][O:17]6)[CH:24]=[N:25][C:26]=5[CH:31]=4)[N:7]=3)[CH:10]=2)[CH2:16][CH2:15]1, predict the reactants needed to synthesize it. The reactants are: Cl[C:2]1[N:7]=[C:6]([NH:8][C:9]2[NH:13][N:12]=[C:11]([CH:14]3[CH2:16][CH2:15]3)[CH:10]=2)[CH:5]=[CH:4][N:3]=1.[O:17]1[CH2:22][CH2:21][CH2:20][CH2:19][CH:18]1[N:23]1[C:27]2[CH:28]=[CH:29][C:30]([CH2:32][NH2:33])=[CH:31][C:26]=2[N:25]=[CH:24]1.CCN(C(C)C)C(C)C.